From a dataset of Full USPTO retrosynthesis dataset with 1.9M reactions from patents (1976-2016). Predict the reactants needed to synthesize the given product. (1) The reactants are: [F:1][C:2]1[CH:7]=[CH:6][C:5]([O:8][CH3:9])=[CH:4][C:3]=1[C:10]1[N:15]=[C:14]([O:16][CH3:17])[C:13]([CH2:18][OH:19])=[CH:12][C:11]=1[O:20][CH2:21][CH:22]([CH3:24])[CH3:23].[CH:25]1([CH:28]([C:34]2[CH:39]=[CH:38][CH:37]=[C:36](O)[CH:35]=2)[CH2:29][C:30]([O:32][CH3:33])=[O:31])[CH2:27][CH2:26]1.N(C(N1CCCCC1)=O)=NC(N1CCCCC1)=O.C(P(CCCC)CCCC)CCC. Given the product [CH:25]1([CH:28]([C:34]2[CH:35]=[CH:36][CH:37]=[C:38]([O:19][CH2:18][C:13]3[C:14]([O:16][CH3:17])=[N:15][C:10]([C:3]4[CH:4]=[C:5]([O:8][CH3:9])[CH:6]=[CH:7][C:2]=4[F:1])=[C:11]([O:20][CH2:21][CH:22]([CH3:24])[CH3:23])[CH:12]=3)[CH:39]=2)[CH2:29][C:30]([O:32][CH3:33])=[O:31])[CH2:26][CH2:27]1, predict the reactants needed to synthesize it. (2) Given the product [Cl:8][C:6]1[CH:7]=[C:2]([CH:11]=[CH2:12])[N:3]=[C:4]([CH3:9])[N:5]=1, predict the reactants needed to synthesize it. The reactants are: Cl[C:2]1[CH:7]=[C:6]([Cl:8])[N:5]=[C:4]([CH3:9])[N:3]=1.[B-](F)(F)(F)[CH:11]=[CH2:12].[K+].C(P(C12CC3CC(CC(C3)C1)C2)C12CC3CC(CC(C3)C1)C2)CCC. (3) Given the product [C:1]([N:4]1[C:13]2[C:8](=[CH:9][C:10]([C:14]#[N:15])=[CH:11][CH:12]=2)[C@H:7]([NH:16][C:22]2[CH:27]=[CH:26][C:25]([F:28])=[CH:24][N:23]=2)[C@@H:6]([CH3:17])[C@@H:5]1[CH:18]1[CH2:20][CH2:19]1)(=[O:3])[CH3:2], predict the reactants needed to synthesize it. The reactants are: [C:1]([N:4]1[C:13]2[C:8](=[CH:9][C:10]([C:14]#[N:15])=[CH:11][CH:12]=2)[C@H:7]([NH2:16])[C@@H:6]([CH3:17])[C@@H:5]1[CH:18]1[CH2:20][CH2:19]1)(=[O:3])[CH3:2].Br[C:22]1[CH:27]=[CH:26][C:25]([F:28])=[CH:24][N:23]=1.CC(C)([O-])C.[Na+]. (4) Given the product [OH:6][CH:7]1[CH2:8][CH2:9][CH:10]([C:13]2[CH:14]=[CH:15][C:16]([N:19]3[CH2:23][CH2:22][C:21]4([CH2:24][CH2:25][O:26][CH2:27][CH2:28]4)[C:20]3=[O:29])=[CH:17][CH:18]=2)[CH2:11][CH2:12]1, predict the reactants needed to synthesize it. The reactants are: C([Si](C)(C)[O:6][C@@H:7]1[CH2:12][CH2:11][C@H:10]([C:13]2[CH:18]=[CH:17][C:16]([N:19]3[CH2:23][CH2:22][C:21]4([CH2:28][CH2:27][O:26][CH2:25][CH2:24]4)[C:20]3=[O:29])=[CH:15][CH:14]=2)[CH2:9][CH2:8]1)(C)(C)C.CCCC[N+](CCCC)(CCCC)CCCC.[F-].CO. (5) Given the product [C:1]1([C:7]2[C:16]3[C:11](=[C:12]4[CH:20]=[CH:19][CH:18]=[CH:17][C:13]4=[CH:14][CH:15]=3)[NH:10][C:9](=[O:21])[CH:8]=2)[CH:2]=[CH:3][CH:4]=[CH:5][CH:6]=1, predict the reactants needed to synthesize it. The reactants are: [C:1]1([CH:7]2[C:16]3[C:11](=[C:12]4[CH:20]=[CH:19][CH:18]=[CH:17][C:13]4=[CH:14][CH:15]=3)[NH:10][C:9](=[O:21])[CH2:8]2)[CH:6]=[CH:5][CH:4]=[CH:3][CH:2]=1.[S]. (6) Given the product [OH:8][CH2:9][C@@H:10]([NH:15][C:16]([C:18]1[N:19]=[C:20]([N:23]2[CH2:24][CH:25]([S:27][C:28]3[C@H:29]([CH3:52])[C@@H:30]4[C@@H:47]([C@H:48]([OH:50])[CH3:49])[C:46](=[O:51])[N:31]4[C:32]=3[C:33]([O:35][CH2:36][C:37]3[CH:38]=[CH:39][C:40]([N+:43]([O-:45])=[O:44])=[CH:41][CH:42]=3)=[O:34])[CH2:26]2)[S:21][CH:22]=1)=[O:17])[CH2:11][CH:12]([CH3:13])[CH3:14], predict the reactants needed to synthesize it. The reactants are: [Si]([O:8][CH2:9][C@@H:10]([NH:15][C:16]([C:18]1[N:19]=[C:20]([N:23]2[CH2:26][CH:25]([S:27][C:28]3[C@H:29]([CH3:52])[C@@H:30]4[C@@H:47]([C@H:48]([OH:50])[CH3:49])[C:46](=[O:51])[N:31]4[C:32]=3[C:33]([O:35][CH2:36][C:37]3[CH:42]=[CH:41][C:40]([N+:43]([O-:45])=[O:44])=[CH:39][CH:38]=3)=[O:34])[CH2:24]2)[S:21][CH:22]=1)=[O:17])[CH2:11][CH:12]([CH3:14])[CH3:13])(C(C)(C)C)(C)C.C(O)(=O)C.[F-].C([N+](CCCC)(CCCC)CCCC)CCC. (7) Given the product [Si:1]([O:18][CH2:19][C:20]1[C:21](=[O:26])[N:22]([C:28]2[CH:33]=[CH:32][C:31]([N+:34]([O-:36])=[O:35])=[CH:30][C:29]=2[O:37][CH3:38])[CH:23]=[CH:24][CH:25]=1)([C:14]([CH3:17])([CH3:15])[CH3:16])([C:8]1[CH:13]=[CH:12][CH:11]=[CH:10][CH:9]=1)[C:2]1[CH:3]=[CH:4][CH:5]=[CH:6][CH:7]=1, predict the reactants needed to synthesize it. The reactants are: [Si:1]([O:18][CH2:19][C:20]1[C:21](=[O:26])[NH:22][CH:23]=[CH:24][CH:25]=1)([C:14]([CH3:17])([CH3:16])[CH3:15])([C:8]1[CH:13]=[CH:12][CH:11]=[CH:10][CH:9]=1)[C:2]1[CH:7]=[CH:6][CH:5]=[CH:4][CH:3]=1.F[C:28]1[CH:33]=[CH:32][C:31]([N+:34]([O-:36])=[O:35])=[CH:30][C:29]=1[O:37][CH3:38]. (8) Given the product [Cl:1][C:2]1[CH:3]=[C:4]([CH3:9])[C:5]([O:8][CH2:19][C:18]([F:22])([F:21])[CH:17]([F:23])[F:16])=[CH:6][N:7]=1, predict the reactants needed to synthesize it. The reactants are: [Cl:1][C:2]1[N:7]=[CH:6][C:5]([OH:8])=[C:4]([CH3:9])[CH:3]=1.C(=O)([O-])[O-].[Cs+].[Cs+].[F:16][CH:17]([F:23])[C:18]([F:22])([F:21])[CH2:19]I.O. (9) Given the product [C:13]([NH:12][C@@H:3]1[C@@H:4]([OH:5])[C@H:6]([OH:7])[C@@H:8]([CH2:10][OH:11])[O:9][CH:2]1[OH:1])(=[O:14])[CH3:15].[OH:1][CH:2]1[O:9][C@H:8]([CH2:10][OH:11])[C@@H:6]([OH:7])[C@H:4]([OH:5])[C@H:3]1[NH2:12], predict the reactants needed to synthesize it. The reactants are: [OH:1][CH:2]1[O:9][C@H:8]([CH2:10][OH:11])[C@@H:6]([OH:7])[C@H:4]([OH:5])[C@H:3]1[NH:12][C:13]([CH3:15])=[O:14]. (10) Given the product [CH2:23]([C:6]1[N:5]2[N:26]=[CH:27][N:28]=[C:4]2[N:3]([CH:29]2[CH2:42][CH2:41][C:32]3([O:36][C:35]([CH3:38])([CH3:37])[C:34]([CH3:40])([CH3:39])[O:33]3)[CH2:31][CH2:30]2)[C:2](=[O:1])[C:7]=1[CH2:8][C:9]1[CH:10]=[CH:11][C:12]([C:15]2[CH:20]=[CH:19][CH:18]=[CH:17][C:16]=2[C:21]2[NH:55][N:54]=[N:53][N:22]=2)=[CH:13][CH:14]=1)[CH2:24][CH3:25], predict the reactants needed to synthesize it. The reactants are: [O:1]=[C:2]1[C:7]([CH2:8][C:9]2[CH:14]=[CH:13][C:12]([C:15]3[C:16]([C:21]#[N:22])=[CH:17][CH:18]=[CH:19][CH:20]=3)=[CH:11][CH:10]=2)=[C:6]([CH2:23][CH2:24][CH3:25])[N:5]2[N:26]=[CH:27][N:28]=[C:4]2[N:3]1[CH:29]1[CH2:42][CH2:41][C:32]2([O:36][C:35]([CH3:38])([CH3:37])[C:34]([CH3:40])([CH3:39])[O:33]2)[CH2:31][CH2:30]1.C([Sn](=O)CCCC)CCC.[N:53]([Si](C)(C)C)=[N+:54]=[N-:55].C1(C)C=CC=CC=1.